From a dataset of Full USPTO retrosynthesis dataset with 1.9M reactions from patents (1976-2016). Predict the reactants needed to synthesize the given product. (1) Given the product [Br:1][C:2]1[CH:23]=[C:22]2[C:5]([CH2:6][C:7]3([C:15]42[N:19]=[C:18]([NH2:24])[C:17]([CH3:21])=[N:16]4)[CH2:12][CH2:11][CH:10]([O:13][CH3:14])[CH2:9][CH2:8]3)=[CH:4][CH:3]=1, predict the reactants needed to synthesize it. The reactants are: [Br:1][C:2]1[CH:23]=[C:22]2[C:5]([CH2:6][C:7]3([C:15]42[NH:19][C:18](=S)[C:17]([CH3:21])=[N:16]4)[CH2:12][CH2:11][CH:10]([O:13][CH3:14])[CH2:9][CH2:8]3)=[CH:4][CH:3]=1.[NH3:24]. (2) Given the product [O:21]1[CH:18]([CH3:19])[CH:22]1[CH2:23][O:55][C:52]1[CH:53]=[CH:54][C:49]([C:40]([C:42]2[CH:43]=[CH:44][C:45]([O:48][CH2:57][CH:32]3[O:34][CH:31]3[CH3:36])=[CH:46][CH:47]=2)([CH3:39])[CH3:41])=[CH:50][CH:51]=1, predict the reactants needed to synthesize it. The reactants are: CC(C)=[CH:23][CH2:22][O:21][C:18]1C=CC(C(C2C=[CH:19][C:18]([O:21][CH2:22][CH:23]=C(C)C)=CC=2)(C)C)=C[CH:19]=1.ClC1C=[C:31]([CH:36]=CC=1)[C:32]([O:34]O)=O.[CH3:39][C:40]([C:49]1[CH:50]=[CH:51][C:52]([OH:55])=[CH:53][CH:54]=1)([C:42]1[CH:43]=[CH:44][C:45]([OH:48])=[CH:46][CH:47]=1)[CH3:41].Cl[CH2:57]Cl. (3) Given the product [OH:33][C:34]1([C:45]2[S:46][C:47]([C:50]3[CH:55]=[C:54]([CH3:56])[CH:53]=[C:52]([NH:57][C:58]4[CH:63]=[C:62]([O:64][CH3:65])[N:61]=[CH:60][N:59]=4)[N:51]=3)=[CH:48][N:49]=2)[CH2:39][CH2:38][CH:37]([C:40]([OH:42])=[O:41])[C:36]([CH3:43])([CH3:44])[CH2:35]1, predict the reactants needed to synthesize it. The reactants are: COC1N=CN=C(NC2N=C(C3SC(C45CCC(C(C)(C)C4)C(=O)O5)=NC=3)C=C(C)C=2)C=1.[OH:33][C:34]1([C:45]2[S:46][C:47]([C:50]3[CH:55]=[C:54]([CH3:56])[CH:53]=[C:52]([NH:57][C:58]4[CH:63]=[C:62]([O:64][CH3:65])[N:61]=[CH:60][N:59]=4)[N:51]=3)=[CH:48][N:49]=2)[CH2:39][CH2:38][CH:37]([C:40]([O-:42])=[O:41])[C:36]([CH3:44])([CH3:43])[CH2:35]1.[OH-].[Na+].Cl. (4) The reactants are: [Cl:1][C:2]1[CH:7]=[CH:6][CH:5]=[C:4](I)[CH:3]=1.[N:9]1[CH:14]=[CH:13][CH:12]=[CH:11][C:10]=1[OH:15].CCOC(C1C(=O)CCCC1)=O.C([O-])([O-])=O.[Cs+].[Cs+]. Given the product [Cl:1][C:2]1[CH:3]=[C:4]([N:9]2[CH:14]=[CH:13][CH:12]=[CH:11][C:10]2=[O:15])[CH:5]=[CH:6][CH:7]=1, predict the reactants needed to synthesize it. (5) Given the product [Br:1][C:2]1[CH:3]=[CH:4][C:5]([CH2:10][NH:12][CH3:13])=[N:6][C:7]=1[O:8][CH3:9], predict the reactants needed to synthesize it. The reactants are: [Br:1][C:2]1[CH:3]=[CH:4][C:5]([CH:10]=O)=[N:6][C:7]=1[O:8][CH3:9].[NH2:12][CH3:13].[BH4-].[Na+]. (6) Given the product [NH2:1][C:2](=[N:8][C:9]1[CH:10]=[CH:11][C:12]([N:15]2[CH2:16][CH2:17][N:18]([C:21]([NH:23][CH2:24][CH2:25][CH2:26][CH2:27][CH:28]3[CH2:32][CH2:31][S:30][S:29]3)=[O:22])[CH2:19][CH2:20]2)=[CH:13][C:14]=1[O:41][CH3:39])[C:3]1[S:4][CH:5]=[CH:6][CH:7]=1, predict the reactants needed to synthesize it. The reactants are: [NH2:1][C:2](=[N:8][C:9]1[CH:14]=[CH:13][C:12]([N:15]2[CH2:20][CH2:19][N:18]([C:21]([NH:23][CH2:24][CH2:25][CH2:26][CH2:27][CH:28]3[CH2:32][CH2:31][S:30][S:29]3)=[O:22])[CH2:17][CH2:16]2)=[C:11](C)[CH:10]=1)[C:3]1[S:4][CH:5]=[CH:6][CH:7]=1.ClC1C=CC([N+]([O-])=O)=[C:39]([O:41]C)C=1. (7) The reactants are: [Br:1][C:2]1[CH:7]=[CH:6][C:5]([CH2:8][CH2:9][NH:10][C:11](=[O:16])[C:12]([CH3:15])([CH3:14])[CH3:13])=[CH:4][CH:3]=1.C1([Li])C=CC=CC=1.[CH2:24]=[O:25].O. Given the product [Br:1][C:2]1[CH:3]=[CH:4][C:5]([CH2:8][CH2:9][NH:10][C:11](=[O:16])[C:12]([CH3:13])([CH3:15])[CH3:14])=[C:6]([CH2:24][OH:25])[CH:7]=1, predict the reactants needed to synthesize it. (8) Given the product [CH2:9]([O:8][SiH:7]([O:14][CH2:15][CH3:16])[O:11][CH2:12][CH3:13])[CH3:10].[CH3:1][O:2][C:4]1[NH:3][O:25][C:22]2[CH:21]=[CH:20][CH:19]=[CH:24][C:6]=2[CH:5]=1, predict the reactants needed to synthesize it. The reactants are: [CH2:1]=[O:2].[NH2:3][CH2:4][CH2:5][CH2:6][Si:7]([O:14][CH2:15][CH3:16])([O:11][CH2:12][CH3:13])[O:8][CH2:9][CH3:10].CO[C:19]1[CH:24]=C[C:22]([OH:25])=[CH:21][CH:20]=1. (9) The reactants are: Cl[C:2]1[C:3]([C:20]([NH2:22])=[O:21])=[N:4][C:5]([CH2:18][CH3:19])=[C:6]([O:8][C:9]2[CH:14]=[CH:13][CH:12]=[C:11]([N+:15]([O-:17])=[O:16])[CH:10]=2)[N:7]=1.[CH3:23][N:24]1[CH2:29][CH2:28][N:27]([C:30]2[N:35]=[CH:34][C:33]([NH2:36])=[CH:32][N:31]=2)[CH2:26][CH2:25]1.C(N(C(C)C)CC)(C)C. Given the product [CH2:18]([C:5]1[N:4]=[C:3]([C:20]([NH2:22])=[O:21])[C:2]([NH:36][C:33]2[CH:32]=[N:31][C:30]([N:27]3[CH2:28][CH2:29][N:24]([CH3:23])[CH2:25][CH2:26]3)=[N:35][CH:34]=2)=[N:7][C:6]=1[O:8][C:9]1[CH:14]=[CH:13][CH:12]=[C:11]([N+:15]([O-:17])=[O:16])[CH:10]=1)[CH3:19], predict the reactants needed to synthesize it.